Dataset: CYP1A2 inhibition data for predicting drug metabolism from PubChem BioAssay. Task: Regression/Classification. Given a drug SMILES string, predict its absorption, distribution, metabolism, or excretion properties. Task type varies by dataset: regression for continuous measurements (e.g., permeability, clearance, half-life) or binary classification for categorical outcomes (e.g., BBB penetration, CYP inhibition). Dataset: cyp1a2_veith. (1) The molecule is COc1ccc(-c2nc3cnc(Oc4ccccc4)nc3n(Cc3cccs3)c2=O)cc1. The result is 0 (non-inhibitor). (2) The compound is CCC(=O)N(C)/C=C1\Sc2ccccc2C1=O. The result is 1 (inhibitor). (3) The drug is C#CCOC(=O)NC(/C=C/CCCC)c1ccccc1. The result is 1 (inhibitor). (4) The drug is COc1ccc(-n2c(=O)cnc3cnc(N4CCOCC4)nc32)cc1. The result is 1 (inhibitor). (5) The compound is O=c1c(-c2cccs2)nc2cnc(N3CCNCC3)nc2n1C1CC1. The result is 1 (inhibitor). (6) The molecule is CN1CCN(C(c2ccccc2)c2ccccc2)CC1. The result is 0 (non-inhibitor). (7) The compound is COc1ccc(-n2c(=O)cnc3cnc(Oc4cccc(Cl)c4)nc32)cc1. The result is 1 (inhibitor). (8) The compound is N#Cc1ccc(-c2ccc(F)cc2)nc1Sc1ccc(F)cc1. The result is 1 (inhibitor). (9) The molecule is NNC(NN)NN.n1nc(-c2nn[nH]n2)n[nH]1. The result is 0 (non-inhibitor). (10) The molecule is COC(=O)[C@@]1(Cc2ccccc2)[C@H]2c3cc(C(=O)N4CCCC4)n(CCO)c3C[C@H]2CN1C(=O)c1ccccc1. The result is 0 (non-inhibitor).